This data is from Full USPTO retrosynthesis dataset with 1.9M reactions from patents (1976-2016). The task is: Predict the reactants needed to synthesize the given product. (1) Given the product [Br:13][C:2]1[CH:11]=[C:10]2[C:5]([CH2:6][CH2:7][NH:8][C:9]2=[O:12])=[CH:4][CH:3]=1, predict the reactants needed to synthesize it. The reactants are: N[C:2]1[CH:11]=[C:10]2[C:5]([CH2:6][CH2:7][NH:8][C:9]2=[O:12])=[CH:4][CH:3]=1.[BrH:13].N([O-])=O.[Na+]. (2) Given the product [Cl:1][C:2]1[N:7]=[C:6]2[N:8]([CH2:12][CH2:13][N:14]([CH3:16])[CH3:15])[N:9]=[C:10]([C:27]3[CH:32]=[CH:31][CH:30]=[CH:29][CH:28]=3)[C:5]2=[C:4]([CH:17]([F:19])[F:18])[CH:3]=1, predict the reactants needed to synthesize it. The reactants are: [Cl:1][C:2]1[N:7]=[C:6]2[N:8]([CH2:12][CH2:13][N:14]([CH3:16])[CH3:15])[N:9]=[C:10](I)[C:5]2=[C:4]([CH:17]([F:19])[F:18])[CH:3]=1.COCCOC.O.[C:27]1(B(O)O)[CH:32]=[CH:31][CH:30]=[CH:29][CH:28]=1.O.O.P([O-])([O-])([O-])=O.[K+].[K+].[K+].